This data is from NCI-60 drug combinations with 297,098 pairs across 59 cell lines. The task is: Regression. Given two drug SMILES strings and cell line genomic features, predict the synergy score measuring deviation from expected non-interaction effect. (1) Drug 1: C1=CC(=C2C(=C1NCCNCCO)C(=O)C3=C(C=CC(=C3C2=O)O)O)NCCNCCO. Drug 2: C1C(C(OC1N2C=C(C(=O)NC2=O)F)CO)O. Cell line: HCT116. Synergy scores: CSS=53.4, Synergy_ZIP=-4.68, Synergy_Bliss=-5.57, Synergy_Loewe=-0.279, Synergy_HSA=2.71. (2) Drug 1: C1=CC(=CC=C1C#N)C(C2=CC=C(C=C2)C#N)N3C=NC=N3. Drug 2: CC1CCC2CC(C(=CC=CC=CC(CC(C(=O)C(C(C(=CC(C(=O)CC(OC(=O)C3CCCCN3C(=O)C(=O)C1(O2)O)C(C)CC4CCC(C(C4)OC)OCCO)C)C)O)OC)C)C)C)OC. Cell line: HCT-15. Synergy scores: CSS=-7.65, Synergy_ZIP=6.29, Synergy_Bliss=1.91, Synergy_Loewe=-10.3, Synergy_HSA=-9.47. (3) Drug 1: CC(C)(C#N)C1=CC(=CC(=C1)CN2C=NC=N2)C(C)(C)C#N. Drug 2: CC1CCC2CC(C(=CC=CC=CC(CC(C(=O)C(C(C(=CC(C(=O)CC(OC(=O)C3CCCCN3C(=O)C(=O)C1(O2)O)C(C)CC4CCC(C(C4)OC)O)C)C)O)OC)C)C)C)OC. Cell line: BT-549. Synergy scores: CSS=8.01, Synergy_ZIP=-1.15, Synergy_Bliss=-0.161, Synergy_Loewe=-5.92, Synergy_HSA=-2.28.